From a dataset of Reaction yield outcomes from USPTO patents with 853,638 reactions. Predict the reaction yield, written as a fraction of the theoretical maximum amount of product (1.0 means a 100% yield; for example, 0.34 means a 34% yield). (1) The reactants are [CH2:1]([N:5]([CH2:23][CH2:24][CH2:25][CH3:26])[C:6]1[CH:11]=[CH:10][C:9]([CH:12]=[CH:13][C:14]2[S:18][C:17]([CH:19]=O)=[CH:16][CH:15]=2)=[C:8]([O:21][CH3:22])[CH:7]=1)[CH2:2][CH2:3][CH3:4].[C:27]([C:29]1[C:30](=[C:37]([C:40]#[N:41])[C:38]#[N:39])[O:31][C:32]([CH3:36])([CH3:35])[C:33]=1[CH3:34])#[N:28].C([O-])(=O)C.[NH4+]. The catalyst is C(O)C.O1CCCC1. The product is [CH2:23]([N:5]([CH2:1][CH2:2][CH2:3][CH3:4])[C:6]1[CH:11]=[CH:10][C:9]([CH:12]=[CH:13][C:14]2[S:18][C:17]([CH:19]=[CH:34][C:33]3[C:32]([CH3:35])([CH3:36])[O:31][C:30](=[C:37]([C:38]#[N:39])[C:40]#[N:41])[C:29]=3[C:27]#[N:28])=[CH:16][CH:15]=2)=[C:8]([O:21][CH3:22])[CH:7]=1)[CH2:24][CH2:25][CH3:26]. The yield is 0.751. (2) The reactants are [CH:1]1[C:2](=O)[CH2:3][CH:4]2[C:9]=1[CH2:8][CH2:7][CH2:6][CH2:5]2.C(OCC)C.[CH3:16][Li:17].[Cl-].[NH4+].CCCCCC.C([Li])CCC. The catalyst is C1(C)C=CC=CC=1.O1CCCC1. The product is [CH3:1][CH:2]1[CH2:3][CH:4]2[C:5](=[CH:6][CH:7]=[CH:8][CH2:9]2)[CH:16]1[Li:17]. The yield is 0.680.